Dataset: Reaction yield outcomes from USPTO patents with 853,638 reactions. Task: Predict the reaction yield, written as a fraction of the theoretical maximum amount of product (1.0 means a 100% yield; for example, 0.34 means a 34% yield). (1) The reactants are [Na:1].N1C(N)=C2C(N(C([C@@H]([C@H](CO)OCP(O)(O)=O)O)=O)C=N2)=NC=1.[N:25]1([C:33]([C@@H:35]([C@H:37]([CH2:50][OH:51])[O:38][CH2:39][P:40]([O:46]C(C)C)([O:42]C(C)C)=[O:41])[OH:36])=[O:34])[CH:32]=[CH:31][C:29](=[O:30])[NH:28][C:26]1=[O:27]. No catalyst specified. The product is [Na:1].[N:25]1([C:33]([C@@H:35]([C@H:37]([CH2:50][OH:51])[O:38][CH2:39][P:40]([OH:42])([OH:46])=[O:41])[OH:36])=[O:34])[CH:32]=[CH:31][C:29](=[O:30])[NH:28][C:26]1=[O:27]. The yield is 0.490. (2) The reactants are [CH3:1][N:2]1[CH2:7][CH2:6][NH:5][CH2:4][CH2:3]1.C(N(CC)CC)C.[CH3:15][O:16][C:17](=[O:28])[C:18]1[CH:23]=[CH:22][C:21]([CH2:24]Br)=[CH:20][C:19]=1[O:26][CH3:27]. The catalyst is C(O)C. The product is [CH3:15][O:16][C:17](=[O:28])[C:18]1[CH:23]=[CH:22][C:21]([CH2:24][N:5]2[CH2:6][CH2:7][N:2]([CH3:1])[CH2:3][CH2:4]2)=[CH:20][C:19]=1[O:26][CH3:27]. The yield is 0.850. (3) The reactants are [CH3:1][N:2]1[C:6]([C:7]([NH2:9])=O)=[C:5]([C:10]([F:13])([F:12])[F:11])[C:4]([CH3:14])=[N:3]1.C(N(CC)CC)C.ClC(Cl)(Cl)C(Cl)=O. The catalyst is ClCCl. The product is [CH3:1][N:2]1[C:6]([C:7]#[N:9])=[C:5]([C:10]([F:11])([F:12])[F:13])[C:4]([CH3:14])=[N:3]1. The yield is 0.960. (4) The reactants are [CH3:1][O:2][C:3]1[C:12]2[N:11]([CH3:13])[C:10](=[O:14])[CH:9]=[CH:8][C:7]=2[C:6]([CH:15]=O)=[CH:5][CH:4]=1.[C:17]([O:25][CH2:26][CH3:27])(=[O:24])[CH2:18][C:19]([O:21][CH2:22][CH3:23])=[O:20].N1CCCCC1.Cl. The catalyst is N1C=CC=CC=1. The product is [CH3:1][O:2][C:3]1[CH:4]=[CH:5][C:6]([CH:15]=[C:18]([C:19]([O:21][CH2:22][CH3:23])=[O:20])[C:17]([O:25][CH2:26][CH3:27])=[O:24])=[C:7]2[C:12]=1[N:11]([CH3:13])[C:10](=[O:14])[CH:9]=[CH:8]2. The yield is 0.530.